From a dataset of Forward reaction prediction with 1.9M reactions from USPTO patents (1976-2016). Predict the product of the given reaction. (1) Given the reactants [CH:1]([C:9]1[C:17]2[CH2:16][CH2:15][C:14]([O:18][C:19]3[CH:20]=[C:21]([NH2:25])[CH:22]=[CH:23][CH:24]=3)=[CH:13][C:12]=2[NH:11][N:10]=1)=[CH:2][C:3]1[CH:8]=[CH:7][CH:6]=[CH:5][CH:4]=1.[CH3:26][C:27]1[S:31][C:30]([C:32](O)=[O:33])=[N:29][CH:28]=1.CN(C(ON1N=NC2C=CC=NC1=2)=[N+](C)C)C.F[P-](F)(F)(F)(F)F.C(C1C(=O)C(Cl)=C(Cl)C(=O)C=1C#N)#N, predict the reaction product. The product is: [CH:1]([C:9]1[C:17]2[C:12](=[CH:13][C:14]([O:18][C:19]3[CH:20]=[C:21]([NH:25][C:32]([C:30]4[S:31][C:27]([CH3:26])=[CH:28][N:29]=4)=[O:33])[CH:22]=[CH:23][CH:24]=3)=[CH:15][CH:16]=2)[NH:11][N:10]=1)=[CH:2][C:3]1[CH:4]=[CH:5][CH:6]=[CH:7][CH:8]=1. (2) Given the reactants [C:1]1([C:7]2[CH:12]=[C:11]([CH2:13][CH2:14][S:15]([N:18]3[CH2:23][CH2:22][O:21][CH2:20][CH2:19]3)(=[O:17])=[O:16])[CH:10]=[CH:9][C:8]=2[NH:24][C:25]([C:27]2[N:28](COCC[Si](C)(C)C)[CH:29]=[C:30]([C:32]#[N:33])[N:31]=2)=[O:26])[CH2:6][CH2:5][CH2:4][CH2:3][CH:2]=1.C(O)(C(F)(F)F)=O, predict the reaction product. The product is: [C:1]1([C:7]2[CH:12]=[C:11]([CH2:13][CH2:14][S:15]([N:18]3[CH2:19][CH2:20][O:21][CH2:22][CH2:23]3)(=[O:17])=[O:16])[CH:10]=[CH:9][C:8]=2[NH:24][C:25]([C:27]2[NH:28][CH:29]=[C:30]([C:32]#[N:33])[N:31]=2)=[O:26])[CH2:6][CH2:5][CH2:4][CH2:3][CH:2]=1. (3) The product is: [CH3:30][C:31]1[NH:32][C:33]2[C:38]([C:39]=1[CH3:40])=[CH:37][C:36]([O:41][C:2]1[C:11]3[C:6](=[CH:7][C:8]([O:14][CH2:15][CH2:16][CH2:17][N:18]([CH3:23])[S:19]([CH3:22])(=[O:21])=[O:20])=[C:9]([O:12][CH3:13])[CH:10]=3)[N:5]=[CH:4][N:3]=1)=[CH:35][CH:34]=2. Given the reactants Cl[C:2]1[C:11]2[C:6](=[CH:7][C:8]([O:14][CH2:15][CH2:16][CH2:17][N:18]([CH3:23])[S:19]([CH3:22])(=[O:21])=[O:20])=[C:9]([O:12][CH3:13])[CH:10]=2)[N:5]=[CH:4][N:3]=1.C(=O)([O-])[O-].[K+].[K+].[CH3:30][C:31]1[NH:32][C:33]2[C:38]([C:39]=1[CH3:40])=[CH:37][C:36]([OH:41])=[CH:35][CH:34]=2, predict the reaction product. (4) Given the reactants [C:1]([C:3]1[CH:4]=[N:5][N:6]2[C:11]([C:12]([F:15])([F:14])[F:13])=[CH:10][C:9]([C:16]3[CH:21]=[CH:20][C:19]([C:22]([F:25])([F:24])[F:23])=[CH:18][CH:17]=3)=[N:8][C:7]=12)#[CH:2].Br[C:27]1[CH:32]=[CH:31][C:30]([S:33]([NH:36][CH2:37][CH2:38][N:39]([CH3:41])[CH3:40])(=[O:35])=[O:34])=[CH:29][CH:28]=1, predict the reaction product. The product is: [CH3:40][N:39]([CH3:41])[CH2:38][CH2:37][NH:36][S:33]([C:30]1[CH:31]=[CH:32][C:27]([C:2]#[C:1][C:3]2[CH:4]=[N:5][N:6]3[C:11]([C:12]([F:14])([F:13])[F:15])=[CH:10][C:9]([C:16]4[CH:21]=[CH:20][C:19]([C:22]([F:25])([F:24])[F:23])=[CH:18][CH:17]=4)=[N:8][C:7]=23)=[CH:28][CH:29]=1)(=[O:34])=[O:35]. (5) Given the reactants [NH2:1][C:2]1[CH:3]=[C:4]([CH:9]=[CH:10][C:11]=1[NH:12][CH2:13][CH:14]1[CH2:19][CH2:18][CH2:17][CH2:16][CH2:15]1)[C:5]([O:7][CH3:8])=[O:6].[CH3:20][C:21]([CH3:26])([CH3:25])[C:22](Cl)=O, predict the reaction product. The product is: [C:21]([C:26]1[N:12]([CH2:13][CH:14]2[CH2:19][CH2:18][CH2:17][CH2:16][CH2:15]2)[C:11]2[CH:10]=[CH:9][C:4]([C:5]([O:7][CH3:8])=[O:6])=[CH:3][C:2]=2[N:1]=1)([CH3:25])([CH3:22])[CH3:20].